Dataset: Reaction yield outcomes from USPTO patents with 853,638 reactions. Task: Predict the reaction yield, written as a fraction of the theoretical maximum amount of product (1.0 means a 100% yield; for example, 0.34 means a 34% yield). (1) The yield is 0.880. The reactants are [CH2:1]([O:8][C:9]1[CH:10]=[C:11]2[C:15](=[CH:16][CH:17]=1)[N:14]([CH2:18][C:19]1[CH:24]=[CH:23][CH:22]=[C:21]([Br:25])[CH:20]=1)[CH:13]=[C:12]2[CH2:26][C:27]([OH:29])=[O:28])[C:2]1[CH:7]=[CH:6][CH:5]=[CH:4][CH:3]=1.C(NC(=NC(C)C)O[C:36]([CH3:39])([CH3:38])[CH3:37])(C)C. The catalyst is C(Cl)Cl. The product is [CH2:1]([O:8][C:9]1[CH:10]=[C:11]2[C:15](=[CH:16][CH:17]=1)[N:14]([CH2:18][C:19]1[CH:24]=[CH:23][CH:22]=[C:21]([Br:25])[CH:20]=1)[CH:13]=[C:12]2[CH2:26][C:27]([O:29][C:36]([CH3:39])([CH3:38])[CH3:37])=[O:28])[C:2]1[CH:3]=[CH:4][CH:5]=[CH:6][CH:7]=1. (2) The reactants are Cl[C:2]1[N:7]=[CH:6][N:5]=[C:4]([NH:8][C:9]2[CH:14]=[CH:13][C:12]([C:15]([F:18])([F:17])[F:16])=[CH:11][CH:10]=2)[N:3]=1.[CH:19](B1OB(C=C)OB(C=C)O1)=[CH2:20].C(=O)([O-])[O-].[Cs+].[Cs+]. The catalyst is O1CCOCC1.O.C1C=CC([P]([Pd]([P](C2C=CC=CC=2)(C2C=CC=CC=2)C2C=CC=CC=2)([P](C2C=CC=CC=2)(C2C=CC=CC=2)C2C=CC=CC=2)[P](C2C=CC=CC=2)(C2C=CC=CC=2)C2C=CC=CC=2)(C2C=CC=CC=2)C2C=CC=CC=2)=CC=1. The product is [F:16][C:15]([F:18])([F:17])[C:12]1[CH:13]=[CH:14][C:9]([NH:8][C:4]2[N:3]=[C:2]([CH:19]=[CH2:20])[N:7]=[CH:6][N:5]=2)=[CH:10][CH:11]=1. The yield is 0.122. (3) The reactants are C(N(CC)CC)C.[Cl:8][C:9]1[CH:10]=[CH:11][CH:12]=[C:13]2[C:17]=1[N:16](C(OC(C)(C)C)=O)[CH:15]=[C:14]2[CH:25]=[O:26].[CH3:27][O:28][C:29]1[CH:30]=[C:31]([N:35]=[CH:36][C:37]2[CH:44]=[CH:43][C:40]([C:41]#[N:42])=[CH:39][CH:38]=2)[CH:32]=[CH:33][CH:34]=1. The catalyst is [Cl-].C([N+]1C(C)=C(CCO)SC=1)C1C=CC=CC=1.C(O)C. The product is [Cl:8][C:9]1[CH:10]=[CH:11][CH:12]=[C:13]2[C:17]=1[NH:16][CH:15]=[C:14]2[C:25](=[O:26])[CH:36]([C:37]1[CH:38]=[CH:39][C:40]([C:41]#[N:42])=[CH:43][CH:44]=1)[NH:35][C:31]1[CH:32]=[CH:33][CH:34]=[C:29]([O:28][CH3:27])[CH:30]=1. The yield is 0.120. (4) The reactants are [Cl:1][C:2]1[N:7]=[C:6]([C:8]([OH:10])=O)[CH:5]=[C:4]([CH3:11])[CH:3]=1.C(Cl)(=O)C(Cl)=O.CCN(C(C)C)C(C)C.[NH2:27][CH2:28][CH:29]1[CH2:31][CH2:30]1. The catalyst is C(Cl)Cl.CN(C=O)C. The product is [Cl:1][C:2]1[N:7]=[C:6]([C:8]([NH:27][CH2:28][CH:29]2[CH2:31][CH2:30]2)=[O:10])[CH:5]=[C:4]([CH3:11])[CH:3]=1. The yield is 0.690.